Task: Regression. Given a peptide amino acid sequence and an MHC pseudo amino acid sequence, predict their binding affinity value. This is MHC class I binding data.. Dataset: Peptide-MHC class I binding affinity with 185,985 pairs from IEDB/IMGT (1) The peptide sequence is TKDTNDNNL. The MHC is HLA-B58:01 with pseudo-sequence HLA-B58:01. The binding affinity (normalized) is 0.0847. (2) The peptide sequence is GPSVASRAL. The MHC is HLA-B18:01 with pseudo-sequence HLA-B18:01. The binding affinity (normalized) is 0.213. (3) The peptide sequence is YRNFSFSLK. The MHC is HLA-B15:09 with pseudo-sequence HLA-B15:09. The binding affinity (normalized) is 0.0847. (4) The peptide sequence is AVGVVCTGL. The MHC is HLA-A03:01 with pseudo-sequence HLA-A03:01. The binding affinity (normalized) is 0.0847. (5) The peptide sequence is QLPLESDAV. The MHC is HLA-A02:01 with pseudo-sequence HLA-A02:01. The binding affinity (normalized) is 0.491. (6) The peptide sequence is RVIDPYWFH. The MHC is HLA-A69:01 with pseudo-sequence HLA-A69:01. The binding affinity (normalized) is 0.0847. (7) The peptide sequence is MLSSFGWIY. The MHC is HLA-A02:01 with pseudo-sequence HLA-A02:01. The binding affinity (normalized) is 0.0847.